The task is: Predict the reaction yield, written as a fraction of the theoretical maximum amount of product (1.0 means a 100% yield; for example, 0.34 means a 34% yield).. This data is from Reaction yield outcomes from USPTO patents with 853,638 reactions. (1) The reactants are CO.C[O-].[Na+].[Cl:6][CH:7]([Cl:10])[C:8]#[N:9].Cl.[CH3:12][O:13][C:14](=[O:19])[CH:15]([CH2:17][OH:18])N. The catalyst is ClCCl.O. The product is [Cl:6][CH:7]([Cl:10])[C:8]1[O:18][CH2:17][CH:15]([C:14]([O:13][CH3:12])=[O:19])[N:9]=1. The yield is 0.810. (2) The reactants are Br[C:2]1[CH:23]=[C:22]2[C:5]([CH2:6][C:7]([CH3:25])([CH3:24])[CH2:8][C:9]32[CH2:13][O:12][C:11]([NH:14][C:15](=[O:21])[O:16][C:17]([CH3:20])([CH3:19])[CH3:18])=[N:10]3)=[CH:4][CH:3]=1.C1(C2C=CC=CC=2)C=CC=CC=1P(C1CCCCC1)C1CCCCC1.[Li+].C[Si]([N-:56][Si](C)(C)C)(C)C. The catalyst is C1C=CC(/C=C/C(/C=C/C2C=CC=CC=2)=O)=CC=1.C1C=CC(/C=C/C(/C=C/C2C=CC=CC=2)=O)=CC=1.C1C=CC(/C=C/C(/C=C/C2C=CC=CC=2)=O)=CC=1.[Pd].[Pd]. The product is [NH2:56][C:2]1[CH:23]=[C:22]2[C:5]([CH2:6][C:7]([CH3:25])([CH3:24])[CH2:8][C:9]32[CH2:13][O:12][C:11]([NH:14][C:15](=[O:21])[O:16][C:17]([CH3:20])([CH3:19])[CH3:18])=[N:10]3)=[CH:4][CH:3]=1. The yield is 0.212. (3) The reactants are Br[C:2]1[CH:11]=[C:10]2[C:5]([CH:6]=[C:7]([NH:12][C:13]([CH:15]3[CH2:17][CH2:16]3)=[O:14])[N:8]=[CH:9]2)=[CH:4][CH:3]=1.[NH:18]1[CH2:22][CH2:21][CH:20]([OH:23])[CH2:19]1.C1(C2C=CC=CC=2)C=CC=CC=1P(C(C)(C)C)C(C)(C)C.CC(C)([O-])C.[Na+]. The catalyst is C1C=CC(/C=C/C(/C=C/C2C=CC=CC=2)=O)=CC=1.C1C=CC(/C=C/C(/C=C/C2C=CC=CC=2)=O)=CC=1.C1C=CC(/C=C/C(/C=C/C2C=CC=CC=2)=O)=CC=1.[Pd].[Pd].O1CCOCC1. The product is [OH:23][CH:20]1[CH2:21][CH2:22][N:18]([C:2]2[CH:11]=[C:10]3[C:5]([CH:6]=[C:7]([NH:12][C:13]([CH:15]4[CH2:17][CH2:16]4)=[O:14])[N:8]=[CH:9]3)=[CH:4][CH:3]=2)[CH2:19]1. The yield is 0.162. (4) The reactants are [NH2:1][C:2]1[CH:3]=[CH:4][C:5]([N:8]2[CH2:13][CH2:12][CH:11]([C:14]([C:16]3[CH:21]=[CH:20][CH:19]=[CH:18][CH:17]=3)=[O:15])[CH2:10][CH2:9]2)=[N:6][CH:7]=1.[CH3:22][O:23][C:24]1[CH:29]=[CH:28][C:27]([CH3:30])=[CH:26][C:25]=1[N:31]=[C:32]=[O:33].CO. The catalyst is O1CCCC1. The product is [C:14]([CH:11]1[CH2:10][CH2:9][N:8]([C:5]2[CH:4]=[CH:3][C:2]([NH:1][C:32]([NH:31][C:25]3[CH:26]=[C:27]([CH3:30])[CH:28]=[CH:29][C:24]=3[O:23][CH3:22])=[O:33])=[CH:7][N:6]=2)[CH2:13][CH2:12]1)(=[O:15])[C:16]1[CH:17]=[CH:18][CH:19]=[CH:20][CH:21]=1. The yield is 0.840.